From a dataset of Full USPTO retrosynthesis dataset with 1.9M reactions from patents (1976-2016). Predict the reactants needed to synthesize the given product. (1) Given the product [C:19]([OH:21])(=[O:20])[C:18]1[CH:22]=[CH:23][CH:15]=[CH:16][CH:17]=1, predict the reactants needed to synthesize it. The reactants are: CNC1SC2C=CC(N)=CC=2N=1.C([C:15]1[CH:23]=[CH:22][C:18]([C:19]([OH:21])=[O:20])=[CH:17][CH:16]=1)=O.[Sn](CCCC)(CCCC)(Cl)Cl.C1([SiH3])C=CC=CC=1. (2) Given the product [C:1]([O:5][C:6]([NH:7][C:8]([CH3:28])([CH3:27])[CH2:9][C:10]1[C:18]2[C:13](=[C:14]([CH:19]=[CH:31][C:30]([NH2:34])=[O:33])[CH:15]=[CH:16][CH:17]=2)[NH:12][CH:11]=1)=[O:29])([CH3:4])([CH3:3])[CH3:2], predict the reactants needed to synthesize it. The reactants are: [C:1]([O:5][C:6](=[O:29])[NH:7][C:8]([CH3:28])([CH3:27])[CH2:9][C:10]1[C:18]2[C:13](=[C:14]([CH2:19]S(C(F)(F)F)(=O)=O)[CH:15]=[CH:16][CH:17]=2)[NH:12][CH:11]=1)([CH3:4])([CH3:3])[CH3:2].[C:30]([NH2:34])(=[O:33])[CH:31]=C. (3) Given the product [NH2:1][C:2]1[C:3]([C:24]([NH:26][C:27]2[C:32]([N:33]3[CH2:38][CH2:37][C:36]([NH2:40])([CH3:39])[CH2:35][CH2:34]3)=[CH:31][CH:30]=[CH:29][N:28]=2)=[O:25])=[N:4][C:5]([C:8]2[C:13]([C:14]([F:16])([F:17])[F:15])=[CH:12][CH:11]=[C:10]([N:18]3[CH2:19][C:20]([F:23])([F:22])[CH2:21]3)[N:9]=2)=[CH:6][N:7]=1, predict the reactants needed to synthesize it. The reactants are: [NH2:1][C:2]1[C:3]([C:24]([NH:26][C:27]2[C:32]([N:33]3[CH2:38][CH2:37][C:36]([NH:40]C(=O)OC(C)(C)C)([CH3:39])[CH2:35][CH2:34]3)=[CH:31][CH:30]=[CH:29][N:28]=2)=[O:25])=[N:4][C:5]([C:8]2[C:13]([C:14]([F:17])([F:16])[F:15])=[CH:12][CH:11]=[C:10]([N:18]3[CH2:21][C:20]([F:23])([F:22])[CH2:19]3)[N:9]=2)=[CH:6][N:7]=1.FC(F)(F)C(O)=O.C(=O)(O)[O-].[Na+]. (4) Given the product [CH:2]([NH:23][C:24]1[CH:25]=[C:26]2[C:30](=[CH:31][CH:32]=1)[NH:29][N:28]=[CH:27]2)([CH3:4])[CH3:1], predict the reactants needed to synthesize it. The reactants are: [CH3:1][C:2]([CH3:4])=O.C(O[BH-](OC(=O)C)OC(=O)C)(=O)C.[Na+].C(O)(=O)C.[NH2:23][C:24]1[CH:25]=[C:26]2[C:30](=[CH:31][CH:32]=1)[NH:29][N:28]=[CH:27]2.